This data is from Forward reaction prediction with 1.9M reactions from USPTO patents (1976-2016). The task is: Predict the product of the given reaction. Given the reactants [CH2:1]([C:8]1[O:12][C:11]([NH:13][C:14]2[CH:15]=[CH:16][CH:17]=[C:18]3[C:23]=2[CH2:22][C:21](=[O:24])[CH2:20][CH2:19]3)=[N:10][CH:9]=1)[C:2]1[CH:7]=[CH:6][CH:5]=[CH:4][CH:3]=1.FC(F)(F)C1C=CC(C2OC(NC3C=CC=C4C=3CC(=O)CC4)=NC=2)=CC=1, predict the reaction product. The product is: [CH2:1]([C:8]1[O:12][C:11]([NH:13][C:14]2[CH:15]=[CH:16][CH:17]=[C:18]3[C:23]=2[CH2:22][CH:21]([OH:24])[CH2:20][CH2:19]3)=[N:10][CH:9]=1)[C:2]1[CH:3]=[CH:4][CH:5]=[CH:6][CH:7]=1.